From a dataset of Retrosynthesis with 50K atom-mapped reactions and 10 reaction types from USPTO. Predict the reactants needed to synthesize the given product. (1) Given the product C[C@H](N=Cc1ccc2ccccc2c1)C(=O)OC(C)(C)C, predict the reactants needed to synthesize it. The reactants are: C[C@H](N)C(=O)OC(C)(C)C.O=Cc1ccc2ccccc2c1. (2) Given the product O=S(=O)(Nc1nccs1)c1ccc(Br)cc1F, predict the reactants needed to synthesize it. The reactants are: Nc1nccs1.O=S(=O)(Cl)c1ccc(Br)cc1F. (3) Given the product CC(C)(C)OC(=O)N[C@H]1CCN(c2ccc(F)nc2)C1, predict the reactants needed to synthesize it. The reactants are: CC(C)(C)OC(=O)N[C@H]1CCNC1.Fc1ccc(Br)cn1.